From a dataset of NCI-60 drug combinations with 297,098 pairs across 59 cell lines. Regression. Given two drug SMILES strings and cell line genomic features, predict the synergy score measuring deviation from expected non-interaction effect. (1) Drug 1: CC1=C(C=C(C=C1)NC(=O)C2=CC=C(C=C2)CN3CCN(CC3)C)NC4=NC=CC(=N4)C5=CN=CC=C5. Drug 2: C1=CC=C(C(=C1)C(C2=CC=C(C=C2)Cl)C(Cl)Cl)Cl. Cell line: ACHN. Synergy scores: CSS=-8.23, Synergy_ZIP=3.85, Synergy_Bliss=2.14, Synergy_Loewe=-6.30, Synergy_HSA=-7.07. (2) Drug 1: CCCCC(=O)OCC(=O)C1(CC(C2=C(C1)C(=C3C(=C2O)C(=O)C4=C(C3=O)C=CC=C4OC)O)OC5CC(C(C(O5)C)O)NC(=O)C(F)(F)F)O. Drug 2: C1CN1C2=NC(=NC(=N2)N3CC3)N4CC4. Cell line: NCIH23. Synergy scores: CSS=67.3, Synergy_ZIP=7.43, Synergy_Bliss=10.3, Synergy_Loewe=-2.82, Synergy_HSA=6.63. (3) Drug 1: COC1=C(C=C2C(=C1)N=CN=C2NC3=CC(=C(C=C3)F)Cl)OCCCN4CCOCC4. Drug 2: C1CNP(=O)(OC1)N(CCCl)CCCl. Cell line: K-562. Synergy scores: CSS=16.8, Synergy_ZIP=-0.905, Synergy_Bliss=1.89, Synergy_Loewe=-6.13, Synergy_HSA=2.46. (4) Cell line: HT29. Synergy scores: CSS=46.1, Synergy_ZIP=-4.85, Synergy_Bliss=-6.74, Synergy_Loewe=-22.4, Synergy_HSA=-4.07. Drug 2: C1=CC(=C(C=C1I)F)NC2=C(C=CC(=C2F)F)C(=O)NOCC(CO)O. Drug 1: C1CC(C1)(C(=O)O)C(=O)O.[NH2-].[NH2-].[Pt+2]. (5) Drug 1: C1CCC(C1)C(CC#N)N2C=C(C=N2)C3=C4C=CNC4=NC=N3. Drug 2: CCN(CC)CCNC(=O)C1=C(NC(=C1C)C=C2C3=C(C=CC(=C3)F)NC2=O)C. Cell line: SR. Synergy scores: CSS=35.9, Synergy_ZIP=4.25, Synergy_Bliss=-1.77, Synergy_Loewe=-5.22, Synergy_HSA=-6.06. (6) Drug 1: C1=NC2=C(N=C(N=C2N1C3C(C(C(O3)CO)O)F)Cl)N. Drug 2: CCC1(C2=C(COC1=O)C(=O)N3CC4=CC5=C(C=CC(=C5CN(C)C)O)N=C4C3=C2)O.Cl. Cell line: NCI-H226. Synergy scores: CSS=24.1, Synergy_ZIP=-3.89, Synergy_Bliss=0.523, Synergy_Loewe=-7.85, Synergy_HSA=0.995. (7) Drug 1: C1=NC2=C(N=C(N=C2N1C3C(C(C(O3)CO)O)F)Cl)N. Drug 2: CC12CCC3C(C1CCC2O)C(CC4=C3C=CC(=C4)O)CCCCCCCCCS(=O)CCCC(C(F)(F)F)(F)F. Cell line: PC-3. Synergy scores: CSS=3.12, Synergy_ZIP=-1.76, Synergy_Bliss=-2.20, Synergy_Loewe=-2.70, Synergy_HSA=-1.64. (8) Synergy scores: CSS=17.0, Synergy_ZIP=-7.04, Synergy_Bliss=0.919, Synergy_Loewe=-2.30, Synergy_HSA=-0.468. Drug 1: C1=NC2=C(N1)C(=S)N=CN2. Drug 2: CC(C)CN1C=NC2=C1C3=CC=CC=C3N=C2N. Cell line: RXF 393.